Dataset: Reaction yield outcomes from USPTO patents with 853,638 reactions. Task: Predict the reaction yield, written as a fraction of the theoretical maximum amount of product (1.0 means a 100% yield; for example, 0.34 means a 34% yield). (1) The reactants are Br[C:2]1[CH:3]=[CH:4][C:5]([CH3:23])=[C:6]([CH:22]=1)[C:7]([NH:9][C:10]1[C:11]([CH3:21])=[C:12]([CH:17]=[CH:18][C:19]=1[CH3:20])[C:13]([O:15][CH3:16])=[O:14])=[O:8].[C:24]([Si:28]([CH3:37])([CH3:36])[O:29][CH:30]1[CH2:35][CH2:34][CH2:33][NH:32][CH2:31]1)([CH3:27])([CH3:26])[CH3:25].C([O-])([O-])=O.[Cs+].[Cs+].COC1C=CC=C(OC)C=1C1C=CC=CC=1P(C1CCCCC1)C1CCCCC1. The catalyst is O1CCOCC1.C1C=CC(/C=C/C(/C=C/C2C=CC=CC=2)=O)=CC=1.C1C=CC(/C=C/C(/C=C/C2C=CC=CC=2)=O)=CC=1.C1C=CC(/C=C/C(/C=C/C2C=CC=CC=2)=O)=CC=1.[Pd].[Pd]. The product is [Si:28]([O:29][CH:30]1[CH2:35][CH2:34][CH2:33][N:32]([C:2]2[CH:3]=[CH:4][C:5]([CH3:23])=[C:6]([CH:22]=2)[C:7]([NH:9][C:10]2[C:11]([CH3:21])=[C:12]([CH:17]=[CH:18][C:19]=2[CH3:20])[C:13]([O:15][CH3:16])=[O:14])=[O:8])[CH2:31]1)([C:24]([CH3:27])([CH3:26])[CH3:25])([CH3:37])[CH3:36]. The yield is 0.600. (2) The product is [Cl:1][C:2]1[CH:3]=[C:4]2[C:9](=[CH:10][C:11]=1[O:12][CH3:13])[N:8]=[C:7]([CH3:14])[C:6]([C:30]1[CH:29]=[CH:28][C:27]([O:26][C:25]3[CH:36]=[CH:37][C:22]([O:21][C:20]([F:19])([F:38])[F:39])=[CH:23][CH:24]=3)=[CH:32][CH:31]=1)=[C:5]2[O:16][CH2:17][CH3:18]. The yield is 0.570. The catalyst is CN(C)C=O. The reactants are [Cl:1][C:2]1[CH:3]=[C:4]2[C:9](=[CH:10][C:11]=1[O:12][CH3:13])[N:8]=[C:7]([CH3:14])[C:6](I)=[C:5]2[O:16][CH2:17][CH3:18].[F:19][C:20]([F:39])([F:38])[O:21][C:22]1[CH:37]=[CH:36][C:25]([O:26][C:27]2[CH:32]=[CH:31][C:30](B(O)O)=[CH:29][CH:28]=2)=[CH:24][CH:23]=1.C(=O)([O-])[O-].[K+].[K+]. (3) The reactants are [Br:1][C:2]1[CH:23]=[CH:22][C:5]2[N:6]=[C:7]([N:9]3[CH2:14][CH2:13][N:12](C(OC(C)(C)C)=O)[CH2:11][CH2:10]3)[S:8][C:4]=2[CH:3]=1.C(O)(C(F)(F)F)=O. The catalyst is C(Cl)Cl. The product is [Br:1][C:2]1[CH:23]=[CH:22][C:5]2[N:6]=[C:7]([N:9]3[CH2:14][CH2:13][NH:12][CH2:11][CH2:10]3)[S:8][C:4]=2[CH:3]=1. The yield is 0.990. (4) The reactants are C([O:3][C:4]([C@@:6]12[CH2:24][C@H:23]1[CH:22]=[CH:21][CH2:20][CH2:19][CH2:18][CH2:17][CH2:16][N:15]([NH:25][C:26]([O:28][C:29]([CH3:32])([CH3:31])[CH3:30])=[O:27])[C:14](=[O:33])[C@H:13]1[C@@H:9]([CH2:10][C@@H:11]([O:34][C:35]3[C:44]4[C:39](=[CH:40][C:41]([O:45][CH3:46])=[CH:42][CH:43]=4)[N:38]=[C:37]([C:47]4[CH:52]=[CH:51][CH:50]=[CH:49][CH:48]=4)[CH:36]=3)[CH2:12]1)[C:8](=[O:53])[NH:7]2)=[O:5])C.[Li+].[OH-]. The catalyst is C1COCC1.CO.O. The product is [C:29]([O:28][C:26]([NH:25][N:15]1[C:14](=[O:33])[C@H:13]2[C@@H:9]([CH2:10][C@@H:11]([O:34][C:35]3[C:44]4[C:39](=[CH:40][C:41]([O:45][CH3:46])=[CH:42][CH:43]=4)[N:38]=[C:37]([C:47]4[CH:52]=[CH:51][CH:50]=[CH:49][CH:48]=4)[CH:36]=3)[CH2:12]2)[C:8](=[O:53])[NH:7][C@@:6]2([C:4]([OH:5])=[O:3])[C@@H:23]([CH2:24]2)[CH:22]=[CH:21][CH2:20][CH2:19][CH2:18][CH2:17][CH2:16]1)=[O:27])([CH3:32])([CH3:30])[CH3:31]. The yield is 0.460. (5) The reactants are N=[C:2]1[C:6]2([CH2:11][CH2:10][CH2:9][CH2:8][CH2:7]2)[N:5]([C:12]2[CH:17]=[CH:16][C:15]([CH3:18])=[CH:14][CH:13]=2)[C:4](=[S:19])[N:3]1[C:20]1[CH:27]=[CH:26][C:23]([C:24]#[N:25])=[C:22]([C:28]([F:31])([F:30])[F:29])[CH:21]=1.C[OH:33].O. The catalyst is Cl. The product is [O:33]=[C:2]1[C:6]2([CH2:11][CH2:10][CH2:9][CH2:8][CH2:7]2)[N:5]([C:12]2[CH:17]=[CH:16][C:15]([CH3:18])=[CH:14][CH:13]=2)[C:4](=[S:19])[N:3]1[C:20]1[CH:27]=[CH:26][C:23]([C:24]#[N:25])=[C:22]([C:28]([F:31])([F:30])[F:29])[CH:21]=1. The yield is 0.950. (6) The reactants are [CH3:1][N:2]1[CH:6]=[C:5]([S:7]([NH:10][CH2:11][CH2:12][NH:13][C:14]2[CH:26]=[CH:25][C:17]([C:18]([O:20][C:21]([CH3:24])([CH3:23])[CH3:22])=[O:19])=[CH:16][CH:15]=2)(=[O:9])=[O:8])[N:4]=[CH:3]1.[CH2:27](Br)[C:28]1[CH:33]=[CH:32][CH:31]=[CH:30][CH:29]=1.C([O-])([O-])=O.[Cs+].[Cs+].[Cl-]. The catalyst is CN(C=O)C.O. The product is [CH2:27]([N:10]([S:7]([C:5]1[N:4]=[CH:3][N:2]([CH3:1])[CH:6]=1)(=[O:8])=[O:9])[CH2:11][CH2:12][NH:13][C:14]1[CH:26]=[CH:25][C:17]([C:18]([O:20][C:21]([CH3:22])([CH3:23])[CH3:24])=[O:19])=[CH:16][CH:15]=1)[C:28]1[CH:33]=[CH:32][CH:31]=[CH:30][CH:29]=1. The yield is 0.920. (7) The reactants are [OH:1][C:2]1[CH:3]=[C:4]([C@@H:9]([CH3:13])[C:10]([OH:12])=[O:11])[CH:5]=[C:6]([OH:8])[CH:7]=1.[C:14]1([CH3:24])[CH2:19][CH2:18][C:17]([CH:20]([CH3:22])[CH3:21])=[C:16](O)[CH:15]=1.CCCCCC. The catalyst is C(Cl)(Cl)Cl. The product is [OH:1][C:2]1[CH:3]=[C:4]([C@@H:9]([CH3:13])[C:10]([OH:12])=[O:11])[CH:5]=[C:6]2[C:7]=1[C@@H:18]1[CH2:19][C:14]([CH3:24])=[CH:15][CH2:16][C@H:17]1[C:20]([CH3:22])([CH3:21])[O:8]2. The yield is 0.400. (8) The catalyst is [Pd].CO.ClCCl.CN(C=O)C. The product is [F:1][C:2]1[CH:7]=[CH:6][CH:5]=[CH:4][C:3]=1[C:8]1[CH:9]=[C:10]([N:17]2[CH2:22][CH2:21][N:20]([CH3:23])[CH2:19][CH2:18]2)[CH:11]=[CH:12][C:13]=1[NH:14][C:31]([C:29]1[O:30][C:26]([C:24]#[N:25])=[CH:27][CH:28]=1)=[O:32]. The yield is 0.770. The reactants are [F:1][C:2]1[CH:7]=[CH:6][CH:5]=[CH:4][C:3]=1[C:8]1[C:13]([N+:14]([O-])=O)=[CH:12][CH:11]=[C:10]([N:17]2[CH2:22][CH2:21][N:20]([CH3:23])[CH2:19][CH2:18]2)[CH:9]=1.[C:24]([C:26]1[O:30][C:29]([C:31](O)=[O:32])=[CH:28][CH:27]=1)#[N:25].C(Cl)(=O)C(Cl)=O.CCN(C(C)C)C(C)C.